From a dataset of Full USPTO retrosynthesis dataset with 1.9M reactions from patents (1976-2016). Predict the reactants needed to synthesize the given product. (1) Given the product [C:43]([O:42][C:40](=[O:47])[NH:41][C:2]1[CH:10]=[C:9]2[C:5]([C:6]([C:22]#[N:23])=[C:7]([C:13]3[CH:18]=[CH:17][C:16]([O:19][CH2:20][CH3:21])=[CH:15][CH:14]=3)[N:8]2[CH2:11][CH3:12])=[CH:4][CH:3]=1)([CH3:46])([CH3:45])[CH3:44], predict the reactants needed to synthesize it. The reactants are: Br[C:2]1[CH:10]=[C:9]2[C:5]([C:6]([C:22]#[N:23])=[C:7]([C:13]3[CH:18]=[CH:17][C:16]([O:19][CH2:20][CH3:21])=[CH:15][CH:14]=3)[N:8]2[CH2:11][CH3:12])=[CH:4][CH:3]=1.BrC1C=C2C(C=CN2)=CC=1.C([O-])([O-])=O.[K+].[K+].[C:40](=[O:47])([O:42][C:43]([CH3:46])([CH3:45])[CH3:44])[NH2:41].CNC1CCCCC1NC. (2) Given the product [Cl:28][C:29]1[CH:30]=[C:31]([CH:37]([CH2:41][CH:42]2[CH2:46][CH2:45][CH2:44][CH2:43]2)[C:38]([NH:56][C:57]2[S:58][CH:59]=[CH:60][N:61]=2)=[O:40])[CH:32]=[CH:33][C:34]=1[S:35][CH3:36], predict the reactants needed to synthesize it. The reactants are: F[P-](F)(F)(F)(F)F.N1(O[P+](N(C)C)(N(C)C)N(C)C)C2C=CC=CC=2N=N1.[Cl:28][C:29]1[CH:30]=[C:31]([CH:37]([CH2:41][CH:42]2[CH2:46][CH2:45][CH2:44][CH2:43]2)[C:38]([OH:40])=O)[CH:32]=[CH:33][C:34]=1[S:35][CH3:36].C(N(CC)C(C)C)(C)C.[NH2:56][C:57]1[S:58][CH:59]=[CH:60][N:61]=1. (3) Given the product [NH2:22][C@@H:7]1[C:6](=[O:30])[N:5]([CH2:4][CH:1]2[CH2:3][CH2:2]2)[C:11]2[CH:12]=[CH:13][CH:14]=[CH:15][C:10]=2[O:9][C@@H:8]1[C:16]1[CH:21]=[CH:20][CH:19]=[CH:18][CH:17]=1, predict the reactants needed to synthesize it. The reactants are: [CH:1]1([CH2:4][N:5]2[C:11]3[CH:12]=[CH:13][CH:14]=[CH:15][C:10]=3[O:9][C@H:8]([C:16]3[CH:21]=[CH:20][CH:19]=[CH:18][CH:17]=3)[C@H:7]([NH:22]C(=O)OC(C)(C)C)[C:6]2=[O:30])[CH2:3][CH2:2]1. (4) Given the product [ClH:24].[NH:8]1[CH2:13][CH2:12][CH:11]([CH2:14][C:15]([OH:17])=[O:16])[CH2:10][CH2:9]1, predict the reactants needed to synthesize it. The reactants are: C(OC([N:8]1[CH2:13][CH2:12][CH:11]([CH2:14][C:15]([OH:17])=[O:16])[CH2:10][CH2:9]1)=O)(C)(C)C.O1CCOCC1.[ClH:24]. (5) Given the product [Br:1][C:2]1[CH:3]=[N:4][N:5]([C:7]([CH3:14])([CH3:13])[CH2:8][OH:9])[CH:6]=1, predict the reactants needed to synthesize it. The reactants are: [Br:1][C:2]1[CH:3]=[N:4][N:5]([C:7]([CH3:14])([CH3:13])[C:8](OCC)=[O:9])[CH:6]=1.[BH4-].[Na+].